Dataset: Full USPTO retrosynthesis dataset with 1.9M reactions from patents (1976-2016). Task: Predict the reactants needed to synthesize the given product. (1) Given the product [O:58]1[CH:59]=[CH:60][CH:61]=[C:57]1[C:50]1[C@:49]2([CH3:62])[C@H:53]([C@H:54]([CH2:55][OH:56])[C@@H:46]([C@@:40]3([CH3:45])[CH2:39][CH2:38][C@H:37]([OH:36])[CH2:42][C@@H:41]3[CH2:43][OH:44])[CH2:47][CH2:48]2)[CH2:52][CH:51]=1, predict the reactants needed to synthesize it. The reactants are: CCCC[N+](CCCC)(CCCC)CCCC.[F-].[Si]([O:36][C@@H:37]1[CH2:42][C@H:41]([CH2:43][OH:44])[C@:40]([C@@H:46]2[C@@H:54]([CH2:55][OH:56])[C@H:53]3[C@@:49]([CH3:62])([C:50]([C:57]4[O:58][CH:59]=[CH:60][CH:61]=4)=[CH:51][CH2:52]3)[CH2:48][CH2:47]2)([CH3:45])[CH2:39][CH2:38]1)(C(C)(C)C)(C1C=CC=CC=1)C1C=CC=CC=1. (2) The reactants are: C([O:3][C:4]([C@H:6]1[CH2:8][C@@H:7]1[C:9]1[CH:14]=[CH:13][CH:12]=[CH:11][CH:10]=1)=[O:5])C. Given the product [C:9]1([C@H:7]2[CH2:8][C@@H:6]2[C:4]([OH:5])=[O:3])[CH:14]=[CH:13][CH:12]=[CH:11][CH:10]=1, predict the reactants needed to synthesize it. (3) Given the product [NH2:1][C:4]1[CH:5]=[CH:6][C:7]([CH2:10][CH2:11][C:12]([O:14][CH3:15])=[O:13])=[CH:8][CH:9]=1, predict the reactants needed to synthesize it. The reactants are: [N+:1]([C:4]1[CH:9]=[CH:8][C:7]([CH2:10][CH2:11][C:12]([O:14][CH3:15])=[O:13])=[CH:6][CH:5]=1)([O-])=O. (4) The reactants are: [Cl:1][C:2]1[CH:3]=[C:4]([S:9](Cl)(=[O:11])=[O:10])[CH:5]=[CH:6][C:7]=1[F:8].[NH3:13]. Given the product [Cl:1][C:2]1[CH:3]=[C:4]([S:9]([NH2:13])(=[O:11])=[O:10])[CH:5]=[CH:6][C:7]=1[F:8], predict the reactants needed to synthesize it. (5) Given the product [Br:23][C:24]1[CH:25]=[C:26]([C:27]2[N:12]=[C:11]([C:9]3[CH:10]=[C:5]([C:3]([OH:2])=[O:4])[C:6]([C:14]4[CH:19]=[CH:18][CH:17]=[CH:16][C:15]=4[N+:20]([O-:22])=[O:21])=[CH:7][CH:8]=3)[S:13][CH:28]=2)[CH:31]=[CH:32][CH:33]=1, predict the reactants needed to synthesize it. The reactants are: C[O:2][C:3]([C:5]1[C:6]([C:14]2[CH:19]=[CH:18][CH:17]=[CH:16][C:15]=2[N+:20]([O-:22])=[O:21])=[CH:7][CH:8]=[C:9]([C:11](=[S:13])[NH2:12])[CH:10]=1)=[O:4].[Br:23][C:24]1[CH:25]=[C:26]([CH:31]=[CH:32][CH:33]=1)[C:27](=O)[CH2:28]Br. (6) The reactants are: F[C:2](F)(F)[C:3](O)=O.C[C@H:9]([O:13][C:14]1[NH:15][C:16]([NH2:25])=[C:17]2[C:21]([N:22]=1)=[N:20][C:19]([O:23][CH3:24])=[N:18]2)[CH2:10][CH2:11][CH3:12].[C:26](=O)([O-])[O-].[K+].[K+].Br[CH2:33][CH2:34][CH:35]1[CH2:40][CH2:39][N:38](C(OCC2C=CC=CC=2)=O)[CH2:37][CH2:36]1. Given the product [CH2:9]([O:13][C:14]1[N:22]=[C:21]2[C:17]([N:18]=[C:19]([O:23][CH3:24])[N:20]2[CH2:33][CH2:34][CH:35]2[CH2:40][CH2:39][N:38]([CH:3]([CH3:2])[CH3:26])[CH2:37][CH2:36]2)=[C:16]([NH2:25])[N:15]=1)[CH2:10][CH2:11][CH3:12], predict the reactants needed to synthesize it. (7) Given the product [CH3:102][N:100]([CH3:101])[CH2:99][CH2:98][CH2:97][O:96][C:93]1[CH:92]=[CH:91][C:90]([C:88]2[CH2:89][C@H:83]3[CH:82]=[N:81][C:80]4[CH:103]=[C:76]([O:75][CH2:74][CH2:73][CH2:72][CH2:71][CH2:70][O:69][C:64]5[C:65]([O:67][CH3:68])=[CH:66][C:59]6[C:58](=[O:106])[N:57]7[CH:107]=[C:54]([C:51]8[CH:50]=[CH:49][C:48]([NH:47][C:26](=[O:28])[C@@H:24]([NH:23][C:18](=[O:20])[C@@H:14]([NH:13][C:11](=[O:12])[CH2:10][CH2:9][CH2:8][CH2:7][CH2:6][N:5]9[C:1](=[O:22])[CH:2]=[CH:3][C:4]9=[O:21])[CH:15]([CH3:16])[CH3:17])[CH3:25])=[CH:53][CH:52]=8)[CH2:55][C@H:56]7[CH:62]=[N:61][C:60]=6[CH:63]=5)[C:77]([O:104][CH3:105])=[CH:78][C:79]=4[C:85](=[O:86])[N:84]3[CH:87]=2)=[CH:95][CH:94]=1, predict the reactants needed to synthesize it. The reactants are: [C:1]1(=[O:22])[N:5]([CH2:6][CH2:7][CH2:8][CH2:9][CH2:10][C:11]([NH:13][C@H:14]([C:18]([OH:20])=O)[CH:15]([CH3:17])[CH3:16])=[O:12])[C:4](=[O:21])[CH:3]=[CH:2]1.[NH2:23][C@H:24]([C:26]([OH:28])=O)[CH3:25].C(OC(N1C2C(=CC=CC=2)C=CC1OCC)=O)C.[NH2:47][C:48]1[CH:53]=[CH:52][C:51]([C:54]2[CH2:55][C@H:56]3[CH:62]=[N:61][C:60]4[CH:63]=[C:64]([O:69][CH2:70][CH2:71][CH2:72][CH2:73][CH2:74][O:75][C:76]5[C:77]([O:104][CH3:105])=[CH:78][C:79]6[C:85](=[O:86])[N:84]7[CH:87]=[C:88]([C:90]8[CH:95]=[CH:94][C:93]([O:96][CH2:97][CH2:98][CH2:99][N:100]([CH3:102])[CH3:101])=[CH:92][CH:91]=8)[CH2:89][C@H:83]7[CH:82]=[N:81][C:80]=6[CH:103]=5)[C:65]([O:67][CH3:68])=[CH:66][C:59]=4[C:58](=[O:106])[N:57]3[CH:107]=2)=[CH:50][CH:49]=1.